From a dataset of Reaction yield outcomes from USPTO patents with 853,638 reactions. Predict the reaction yield, written as a fraction of the theoretical maximum amount of product (1.0 means a 100% yield; for example, 0.34 means a 34% yield). (1) The reactants are [O-]CC.[Na+].C1(C)C=CC=CC=1.C([O:14][C:15](=[O:32])[CH2:16][C:17]([C:25]1[CH:30]=[CH:29][CH:28]=[C:27]([CH3:31])[N:26]=1)=[N:18][N:19]1[CH2:23][CH2:22][CH2:21][C:20]1=O)C.Cl. The catalyst is O. The product is [CH3:31][C:27]1[N:26]=[C:25]([C:17]2[C:16]([C:15]([OH:14])=[O:32])=[C:23]3[CH2:22][CH2:21][CH2:20][N:19]3[N:18]=2)[CH:30]=[CH:29][CH:28]=1. The yield is 0.860. (2) The reactants are [Cl:1][C:2]1[S:6][C:5]([C:7]([OH:9])=O)=[CH:4][C:3]=1[C:10]1[N:14]([CH3:15])[N:13]=[CH:12][C:11]=1[F:16].[NH2:17][C@@H:18]([CH2:31][C:32]1[CH:37]=[CH:36][CH:35]=[CH:34][C:33]=1[C:38]([F:41])([F:40])[F:39])[CH2:19][N:20]1[C:28](=[O:29])[C:27]2[C:22](=[CH:23][CH:24]=[CH:25][CH:26]=2)[C:21]1=[O:30].C(N(C(C)C)CC)(C)C.F[P-](F)(F)(F)(F)F.Br[P+](N1CCCC1)(N1CCCC1)N1CCCC1. The catalyst is C(Cl)Cl. The product is [Cl:1][C:2]1[S:6][C:5]([C:7]([NH:17][C@@H:18]([CH2:31][C:32]2[CH:37]=[CH:36][CH:35]=[CH:34][C:33]=2[C:38]([F:41])([F:39])[F:40])[CH2:19][N:20]2[C:28](=[O:29])[C:27]3[C:22](=[CH:23][CH:24]=[CH:25][CH:26]=3)[C:21]2=[O:30])=[O:9])=[CH:4][C:3]=1[C:10]1[N:14]([CH3:15])[N:13]=[CH:12][C:11]=1[F:16]. The yield is 0.635. (3) The reactants are O(C)C.[CH2:4]([SH:8])[CH2:5][CH2:6][SH:7].[F:9][C:10]1[CH:11]=[C:12]([CH:15]=[C:16]([F:18])[CH:17]=1)[CH:13]=O.CCOC(C)=O.CCCCCC. The yield is 1.03. The catalyst is C(Cl)Cl. The product is [F:9][C:10]1[CH:11]=[C:12]([CH:13]2[S:8][CH2:4][CH2:5][CH2:6][S:7]2)[CH:15]=[C:16]([F:18])[CH:17]=1. (4) The reactants are [Br:1][C:2]1[CH:7]=[CH:6][C:5]([C@@H:8]([N:10]2[CH2:14][C:13]([CH2:21][CH2:22][CH2:23][OH:24])([C:15]3[CH:20]=[CH:19][CH:18]=[CH:17][CH:16]=3)[O:12][C:11]2=[O:25])[CH3:9])=[CH:4][CH:3]=1.CC(C)=[O:28].OS(O)(=O)=O.O=[Cr](=O)=O. The catalyst is CC(C)=O. The product is [Br:1][C:2]1[CH:7]=[CH:6][C:5]([C@@H:8]([N:10]2[CH2:14][C:13]([CH2:21][CH2:22][C:23]([OH:28])=[O:24])([C:15]3[CH:20]=[CH:19][CH:18]=[CH:17][CH:16]=3)[O:12][C:11]2=[O:25])[CH3:9])=[CH:4][CH:3]=1. The yield is 0.266. (5) The reactants are [O:1]=[C:2]1[N:7]2[CH:8]=[CH:9][CH:10]=[C:6]2[CH:5]=[C:4]([C:11]([O:13][CH3:14])=[O:12])[NH:3]1.[C:15]1(B(O)O)[CH:20]=[CH:19][CH:18]=[CH:17][CH:16]=1.N1C=CC=CC=1. The catalyst is C(Cl)Cl.C([O-])(=O)C.[Cu+2].C([O-])(=O)C. The product is [O:1]=[C:2]1[N:7]2[CH:8]=[CH:9][CH:10]=[C:6]2[CH:5]=[C:4]([C:11]([O:13][CH3:14])=[O:12])[N:3]1[C:15]1[CH:20]=[CH:19][CH:18]=[CH:17][CH:16]=1. The yield is 0.810. (6) The reactants are [O:1]1[CH2:6][CH2:5][N:4]([C:7]2[N:12]3[N:13]=[CH:14][CH:15]=[C:11]3[N:10]=[C:9]([NH2:16])[CH:8]=2)[CH2:3][CH2:2]1.[Br:17][C:18]1[CH:26]=[CH:25][C:21]([C:22](Cl)=[O:23])=[CH:20][CH:19]=1.O. The catalyst is N1C=CC=CC=1. The product is [Br:17][C:18]1[CH:26]=[CH:25][C:21]([C:22]([NH:16][C:9]2[CH:8]=[C:7]([N:4]3[CH2:5][CH2:6][O:1][CH2:2][CH2:3]3)[N:12]3[N:13]=[CH:14][CH:15]=[C:11]3[N:10]=2)=[O:23])=[CH:20][CH:19]=1. The yield is 0.870. (7) The reactants are P(Cl)(Cl)(Cl)=O.[C:6]([O:10][C:11](=[O:26])[NH:12][C@H:13]1[C@H:19]([CH3:20])[NH:18][C:17]2[CH:21]=[CH:22][CH:23]=[CH:24][C:16]=2[NH:15][C:14]1=[O:25])([CH3:9])([CH3:8])[CH3:7].[C:27]([C:30]1[CH:38]=[CH:37][C:33]([C:34](O)=[O:35])=[CH:32][CH:31]=1)(=[O:29])[CH3:28]. The catalyst is N1C=CC=CC=1.O. The product is [C:6]([O:10][C:11](=[O:26])[NH:12][C@H:13]1[C@H:19]([CH3:20])[N:18]([C:34](=[O:35])[C:33]2[CH:32]=[CH:31][C:30]([C:27](=[O:29])[CH3:28])=[CH:38][CH:37]=2)[C:17]2[CH:21]=[CH:22][CH:23]=[CH:24][C:16]=2[NH:15][C:14]1=[O:25])([CH3:7])([CH3:8])[CH3:9]. The yield is 0.600. (8) The reactants are [CH3:1][C@H:2]1[C:10]2[C:9](O)=[N:8][CH:7]=[N:6][C:5]=2[CH2:4][CH2:3]1.O=P(Cl)(Cl)[Cl:14]. No catalyst specified. The product is [Cl:14][C:9]1[C:10]2[C@H:2]([CH3:1])[CH2:3][CH2:4][C:5]=2[N:6]=[CH:7][N:8]=1. The yield is 0.490. (9) The reactants are [CH3:1][NH:2][C:3]([C:5]1[C:14]2[C:9](=[CH:10][CH:11]=[CH:12][CH:13]=2)[CH:8]=[CH:7][CH:6]=1)=O.[H-].[Al+3].[Li+].[H-].[H-].[H-]. The catalyst is O1CCCC1. The product is [CH3:1][NH:2][CH2:3][C:5]1[C:14]2[C:9](=[CH:10][CH:11]=[CH:12][CH:13]=2)[CH:8]=[CH:7][CH:6]=1. The yield is 0.970. (10) The catalyst is C(O)C. The reactants are C(O[C:4](=[O:9])[CH2:5][C:6](=O)[CH3:7])C.[C:10]1([NH:16][C:17]([NH:19][C:20]([NH2:22])=[NH:21])=[NH:18])[CH:15]=[CH:14][CH:13]=[CH:12][CH:11]=1. The yield is 0.740. The product is [CH3:7][C:6]1[N:21]=[C:20]([NH:19][C:17]([NH:16][C:10]2[CH:15]=[CH:14][CH:13]=[CH:12][CH:11]=2)=[NH:18])[NH:22][C:4](=[O:9])[CH:5]=1.